From a dataset of Reaction yield outcomes from USPTO patents with 853,638 reactions. Predict the reaction yield, written as a fraction of the theoretical maximum amount of product (1.0 means a 100% yield; for example, 0.34 means a 34% yield). (1) The reactants are [F:1][C:2]1[CH:7]=[C:6]([I:8])[CH:5]=[CH:4][C:3]=1[NH:9][C:10]1[N:15]2[CH:16]=[N:17][CH:18]=[C:14]2[CH:13]=[CH:12][C:11]=1[C:19]([OH:21])=O.[CH:22]([O:24][CH2:25][CH2:26][O:27][NH2:28])=[CH2:23].CCN=C=NCCCN(C)C.Cl.C1C=CC2N(O)N=NC=2C=1.CCN(C(C)C)C(C)C. The catalyst is CN(C=O)C. The product is [CH:22]([O:24][CH2:25][CH2:26][O:27][NH:28][C:19]([C:11]1[CH:12]=[CH:13][C:14]2[N:15]([CH:16]=[N:17][CH:18]=2)[C:10]=1[NH:9][C:3]1[CH:4]=[CH:5][C:6]([I:8])=[CH:7][C:2]=1[F:1])=[O:21])=[CH2:23]. The yield is 0.600. (2) The yield is 0.290. No catalyst specified. The reactants are [S:1]1[C:5]2[CH:6]=[CH:7][CH:8]=[CH:9][C:4]=2[N:3]=[C:2]1[S:10][CH2:11][C:12]([OH:14])=O.[NH:15]1[CH2:21][CH2:20][CH2:19][C:18](=[O:22])[C:17]2[CH:23]=[CH:24][CH:25]=[CH:26][C:16]1=2. The product is [S:1]1[C:5]2[CH:6]=[CH:7][CH:8]=[CH:9][C:4]=2[N:3]=[C:2]1[S:10][CH2:11][C:12]([N:15]1[CH2:21][CH2:20][CH2:19][C:18](=[O:22])[C:17]2[CH:23]=[CH:24][CH:25]=[CH:26][C:16]1=2)=[O:14]. (3) The reactants are [OH:1][C:2]1[CH:16]=[CH:15][C:5]([C:6]([C:8]2[CH:13]=[CH:12][C:11]([OH:14])=[CH:10][CH:9]=2)=[O:7])=[CH:4][CH:3]=1.Br[CH2:18][CH2:19][CH2:20][CH2:21][CH2:22][CH2:23][CH2:24][CH2:25][CH2:26][CH2:27][CH2:28][CH3:29].O. The catalyst is CN(C=O)C. The product is [CH2:18]([O:1][C:2]1[CH:16]=[CH:15][C:5]([C:6]([C:8]2[CH:13]=[CH:12][C:11]([O:14][CH2:12][CH2:11][CH2:10][CH2:9][CH2:8][CH2:6][CH2:5][CH2:4][CH2:3][CH2:2][CH2:16][CH3:15])=[CH:10][CH:9]=2)=[O:7])=[CH:4][CH:3]=1)[CH2:19][CH2:20][CH2:21][CH2:22][CH2:23][CH2:24][CH2:25][CH2:26][CH2:27][CH2:28][CH3:29]. The yield is 0.750. (4) The reactants are [ClH:1].[CH:2]1([NH:8][NH2:9])[CH2:7][CH2:6][CH2:5][CH2:4][CH2:3]1.[CH3:10][C:11]([CH3:18])([CH3:17])[C:12](=O)[CH2:13][C:14]#[N:15]. The catalyst is C(O)C. The product is [ClH:1].[C:11]([C:12]1[CH:13]=[C:14]([NH2:15])[N:8]([CH:2]2[CH2:7][CH2:6][CH2:5][CH2:4][CH2:3]2)[N:9]=1)([CH3:18])([CH3:17])[CH3:10]. The yield is 0.390. (5) The catalyst is CN(C=O)C. The reactants are Cl[C:2]1[CH:7]=[CH:6][C:5]([N+:8]([O-:10])=[O:9])=[CH:4][N:3]=1.[C:11]([C:15]1[CH:20]=[CH:19][C:18]([OH:21])=[CH:17][CH:16]=1)([CH3:14])([CH3:13])[CH3:12].C([O-])([O-])=O.[K+].[K+]. The product is [C:11]([C:15]1[CH:16]=[CH:17][C:18]([O:21][C:2]2[CH:7]=[CH:6][C:5]([N+:8]([O-:10])=[O:9])=[CH:4][N:3]=2)=[CH:19][CH:20]=1)([CH3:14])([CH3:12])[CH3:13]. The yield is 0.950. (6) The reactants are [OH:1][C@@H:2]1[CH2:7][CH2:6][C@H:5]([C@H:8]([NH:10][C:11](=[O:17])[O:12][C:13]([CH3:16])([CH3:15])[CH3:14])[CH3:9])[CH2:4][CH2:3]1.C(N(CC)CC)C.[CH3:25][S:26](Cl)(=[O:28])=[O:27]. The catalyst is ClCCl. The product is [CH3:25][S:26]([O:1][C@H:2]1[CH2:7][CH2:6][C@@H:5]([C@H:8]([NH:10][C:11]([O:12][C:13]([CH3:16])([CH3:15])[CH3:14])=[O:17])[CH3:9])[CH2:4][CH2:3]1)(=[O:28])=[O:27]. The yield is 0.930. (7) The reactants are [CH2:1]([NH:8][C:9]1[S:10][C:11]([CH2:14][NH:15][C:16]2[S:17][C:18]([C:21]3[CH:26]=[CH:25][C:24]([CH3:27])=[CH:23][CH:22]=3)=[CH:19][N:20]=2)=[CH:12][N:13]=1)[C:2]1[CH:7]=[CH:6][CH:5]=[CH:4][CH:3]=1.C(Cl)(Cl)[Cl:29].CCOC(C)=O. The catalyst is Cl. The product is [ClH:29].[ClH:29].[CH2:1]([NH:8][C:9]1[S:10][C:11]([CH2:14][NH:15][C:16]2[S:17][C:18]([C:21]3[CH:22]=[CH:23][C:24]([CH3:27])=[CH:25][CH:26]=3)=[CH:19][N:20]=2)=[CH:12][N:13]=1)[C:2]1[CH:3]=[CH:4][CH:5]=[CH:6][CH:7]=1. The yield is 0.100.